From a dataset of Full USPTO retrosynthesis dataset with 1.9M reactions from patents (1976-2016). Predict the reactants needed to synthesize the given product. (1) Given the product [NH2:1][C:2]1[CH:7]=[CH:6][CH:5]=[CH:4][C:3]=1[NH:8][C:9]([C:11]1[S:12][C:13]2[CH2:14][N:15]([C:21]([NH:20][C:23]3[CH:28]=[CH:27][CH:26]=[CH:25][CH:24]=3)=[S:22])[CH2:16][CH2:17][C:18]=2[N:19]=1)=[O:10], predict the reactants needed to synthesize it. The reactants are: [NH2:1][C:2]1[CH:7]=[CH:6][CH:5]=[CH:4][C:3]=1[NH:8][C:9]([C:11]1[S:12][C:13]2[CH2:14][NH:15][CH2:16][CH2:17][C:18]=2[N:19]=1)=[O:10].[N:20]([C:23]1[CH:28]=[CH:27][CH:26]=[CH:25][CH:24]=1)=[C:21]=[S:22].O. (2) Given the product [CH2:17]([O:16][C:14]([CH:11]1[CH2:10][CH2:9][N:8]([CH2:6][C:36]2[N:35]([CH3:39])[N:34]([C:40]3[CH:45]=[CH:44][CH:43]=[CH:42][CH:41]=3)[C:33](=[O:46])[C:32]=2[Br:31])[CH2:13][CH2:12]1)=[O:15])[C:18]1[CH:19]=[CH:20][CH:21]=[CH:22][CH:23]=1, predict the reactants needed to synthesize it. The reactants are: C(O[C:6]([N:8]1[CH2:13][CH2:12][CH:11]([C:14]([O:16][CH2:17][C:18]2[CH:23]=[CH:22][CH:21]=[CH:20][CH:19]=2)=[O:15])[CH2:10][CH2:9]1)=O)(C)(C)C.FC(F)(F)C(O)=O.[Br:31][C:32]1[C:33](=[O:46])[N:34]([C:40]2[CH:45]=[CH:44][CH:43]=[CH:42][CH:41]=2)[N:35]([CH3:39])[C:36]=1CBr.C(N(C(C)C)CC)(C)C. (3) Given the product [CH3:22][N:23]([CH3:27])[CH2:24][CH2:25][O:20][C:15]1[CH:16]=[CH:17][CH:18]=[CH:19][C:14]=1[N:11]1[CH2:10][CH2:9][NH:8][CH2:13][CH2:12]1, predict the reactants needed to synthesize it. The reactants are: C([N:8]1[CH2:13][CH2:12][N:11]([C:14]2[CH:19]=[CH:18][CH:17]=[CH:16][C:15]=2[OH:20])[CH2:10][CH2:9]1)(OC(C)(C)C)=O.Cl.[CH3:22][N:23]([CH3:27])[CH2:24][CH2:25]Cl.C([O-])([O-])=O.[K+].[K+].C1OCCOCCOCCOCCOCCOC1. (4) Given the product [C:1]([O:5][C:6]([N:8]1[CH2:11][CH:10]([C:12]2[NH:34][C:31]3[CH:32]=[CH:33][C:28]([CH3:27])=[CH:29][C:30]=3[N:35]=2)[CH2:9]1)=[O:7])([CH3:4])([CH3:3])[CH3:2], predict the reactants needed to synthesize it. The reactants are: [C:1]([O:5][C:6]([N:8]1[CH2:11][CH:10]([C:12](O)=O)[CH2:9]1)=[O:7])([CH3:4])([CH3:3])[CH3:2].C1N=CN(C(N2C=NC=C2)=O)C=1.[CH3:27][C:28]1[CH:29]=[C:30]([NH2:35])[C:31]([NH2:34])=[CH:32][CH:33]=1. (5) The reactants are: Cl[C:2]1[N:3]=[CH:4][CH:5]=[C:6]2[C:11]=1[C:10](=[O:12])[N:9]([CH3:13])[C:8]1[CH:14]=[C:15]([Cl:18])[CH:16]=[CH:17][C:7]2=1.[CH3:19][O-:20].[Na+]. Given the product [Cl:18][C:15]1[CH:16]=[CH:17][C:7]2[C:6]3[C:11](=[C:2]([O:20][CH3:19])[N:3]=[CH:4][CH:5]=3)[C:10](=[O:12])[N:9]([CH3:13])[C:8]=2[CH:14]=1, predict the reactants needed to synthesize it. (6) Given the product [Br:1][C:17]1[N:16]=[CH:15][C:14]([N:18]2[CH2:24][CH2:23][CH2:22][N:21]([C:25]([O:27][C:28]([CH3:30])([CH3:29])[CH3:31])=[O:26])[CH2:20][CH2:19]2)=[CH:13][C:12]=1[O:11][CH2:9][CH3:10], predict the reactants needed to synthesize it. The reactants are: [Br:1]N1C(=O)CCC1=O.[CH2:9]([O:11][C:12]1[CH:13]=[C:14]([N:18]2[CH2:24][CH2:23][CH2:22][N:21]([C:25]([O:27][C:28]([CH3:31])([CH3:30])[CH3:29])=[O:26])[CH2:20][CH2:19]2)[CH:15]=[N:16][CH:17]=1)[CH3:10].